Predict the reaction yield, written as a fraction of the theoretical maximum amount of product (1.0 means a 100% yield; for example, 0.34 means a 34% yield). From a dataset of Reaction yield outcomes from USPTO patents with 853,638 reactions. (1) The reactants are C(O[CH:4](OCC)[CH2:5][O:6][C:7]1[CH:12]=[CH:11][C:10]([C:13]2([C:16]([OH:18])=[O:17])[CH2:15][CH2:14]2)=[CH:9][CH:8]=1)C. The yield is 0.0500. The product is [O:6]1[C:7]2[CH:12]=[CH:11][C:10]([C:13]3([C:16]([OH:18])=[O:17])[CH2:15][CH2:14]3)=[CH:9][C:8]=2[CH:4]=[CH:5]1. The catalyst is C1(C)C(C)=CC=CC=1. (2) The reactants are [Br:1][C:2]1[CH:7]=[CH:6][C:5]([C:8]2([C:12](O)=[O:13])[CH2:11][CH2:10][CH2:9]2)=[C:4]([O:15][CH3:16])[CH:3]=1.B.O1CCCC1. The catalyst is O1CCCC1. The product is [Br:1][C:2]1[CH:7]=[CH:6][C:5]([C:8]2([CH2:12][OH:13])[CH2:9][CH2:10][CH2:11]2)=[C:4]([O:15][CH3:16])[CH:3]=1. The yield is 0.920. (3) The reactants are [Br:1][C:2]1[CH:3]=[C:4]([OH:8])[CH:5]=[CH:6][CH:7]=1.C([Mg]Cl)(C)C.[CH:14]([N:27]1[C:35]2[C:30](=[CH:31][CH:32]=[CH:33][CH:34]=2)[C:29](=[O:36])[C:28]1=[O:37])([C:21]1[CH:26]=[CH:25][CH:24]=[CH:23][CH:22]=1)[C:15]1[CH:20]=[CH:19][CH:18]=[CH:17][CH:16]=1. The catalyst is ClCCl.C(OCC)(=O)C. The product is [Br:1][C:2]1[CH:7]=[CH:6][C:5]([C:29]2([OH:36])[C:30]3[C:35](=[CH:34][CH:33]=[CH:32][CH:31]=3)[N:27]([CH:14]([C:15]3[CH:16]=[CH:17][CH:18]=[CH:19][CH:20]=3)[C:21]3[CH:26]=[CH:25][CH:24]=[CH:23][CH:22]=3)[C:28]2=[O:37])=[C:4]([OH:8])[CH:3]=1. The yield is 0.700. (4) The reactants are [CH:1]12[N:8]([C:9]([C:11]3[S:12][C:13](Br)=[C:14]([C:16]4[CH:21]=[CH:20][C:19]([Cl:22])=[CH:18][CH:17]=4)[N:15]=3)=[O:10])[CH:5]([CH2:6][CH2:7]1)[CH2:4][O:3][CH2:2]2.C(O)C.[NH2:27][S:28]([C:31]1[CH:36]=[CH:35][C:34](B(O)O)=[CH:33][CH:32]=1)(=[O:30])=[O:29].C(=O)([O-])[O-].[K+].[K+]. The catalyst is C1(C)C=CC=CC=1.C1C=CC([P]([Pd]([P](C2C=CC=CC=2)(C2C=CC=CC=2)C2C=CC=CC=2)([P](C2C=CC=CC=2)(C2C=CC=CC=2)C2C=CC=CC=2)[P](C2C=CC=CC=2)(C2C=CC=CC=2)C2C=CC=CC=2)(C2C=CC=CC=2)C2C=CC=CC=2)=CC=1. The product is [CH:1]12[N:8]([C:9]([C:11]3[S:12][C:13]([C:34]4[CH:35]=[CH:36][C:31]([S:28]([NH2:27])(=[O:30])=[O:29])=[CH:32][CH:33]=4)=[C:14]([C:16]4[CH:21]=[CH:20][C:19]([Cl:22])=[CH:18][CH:17]=4)[N:15]=3)=[O:10])[CH:5]([CH2:6][CH2:7]1)[CH2:4][O:3][CH2:2]2. The yield is 0.563.